This data is from Reaction yield outcomes from USPTO patents with 853,638 reactions. The task is: Predict the reaction yield, written as a fraction of the theoretical maximum amount of product (1.0 means a 100% yield; for example, 0.34 means a 34% yield). (1) The reactants are [NH2:1][C:2]1[CH:31]=[CH:30][C:5]([C:6]([N:8]2[C:17]3[C:12](=[CH:13][CH:14]=[CH:15][CH:16]=3)[C@H:11]([N:18]([C:23]3[CH:28]=[CH:27][CH:26]=[CH:25][CH:24]=3)[C:19](=[O:22])[CH2:20][CH3:21])[CH2:10][C@@H:9]2[CH3:29])=[O:7])=[CH:4][CH:3]=1.[C:32](Cl)(=[O:34])[CH3:33].C(N(CC)CC)C. The catalyst is O1CCCC1. The product is [C:32]([NH:1][C:2]1[CH:3]=[CH:4][C:5]([C:6]([N:8]2[C:17]3[C:12](=[CH:13][CH:14]=[CH:15][CH:16]=3)[C@H:11]([N:18]([C:23]3[CH:24]=[CH:25][CH:26]=[CH:27][CH:28]=3)[C:19](=[O:22])[CH2:20][CH3:21])[CH2:10][C@@H:9]2[CH3:29])=[O:7])=[CH:30][CH:31]=1)(=[O:34])[CH3:33]. The yield is 0.460. (2) The reactants are [CH2:1]([O:8][C:9]([NH:11][C@H:12]([C:25](=O)[CH2:26]Br)[CH2:13][CH2:14][CH2:15][CH2:16][NH:17][C:18](=[O:24])[O:19][C:20]([CH3:23])([CH3:22])[CH3:21])=[O:10])[C:2]1[CH:7]=[CH:6][CH:5]=[CH:4][CH:3]=1.[CH3:29][O:30][C:31]1[CH:39]=[CH:38][C:34]([C:35](=[S:37])[NH2:36])=[CH:33][CH:32]=1. The catalyst is C(O)C. The product is [CH2:1]([O:8][C:9]([NH:11][C@H:12]([C:25]1[N:36]=[C:35]([C:34]2[CH:38]=[CH:39][C:31]([O:30][CH3:29])=[CH:32][CH:33]=2)[S:37][CH:26]=1)[CH2:13][CH2:14][CH2:15][CH2:16][NH:17][C:18](=[O:24])[O:19][C:20]([CH3:23])([CH3:22])[CH3:21])=[O:10])[C:2]1[CH:7]=[CH:6][CH:5]=[CH:4][CH:3]=1. The yield is 0.700. (3) The reactants are [NH2:1][C:2]1[C:7]([C:8]2[O:9][C:10]([CH2:13][CH3:14])=[CH:11][N:12]=2)=[CH:6][N:5]=[C:4]([N:15]2[CH2:20][CH2:19][CH:18]([C:21]([O:23]C)=[O:22])[CH2:17][CH2:16]2)[C:3]=1[Cl:25].[OH-].[Li+].Cl. The catalyst is C1COCC1. The product is [NH2:1][C:2]1[C:7]([C:8]2[O:9][C:10]([CH2:13][CH3:14])=[CH:11][N:12]=2)=[CH:6][N:5]=[C:4]([N:15]2[CH2:20][CH2:19][CH:18]([C:21]([OH:23])=[O:22])[CH2:17][CH2:16]2)[C:3]=1[Cl:25]. The yield is 1.00. (4) The reactants are [CH3:1][O:2][C:3]1[CH:4]=[C:5]2[C:10](=[CH:11][C:12]=1[OH:13])[N:9]=[CH:8][CH:7]=[C:6]2[O:14][C:15]1[C:16]([CH3:25])=[N:17][C:18]2[C:23]([CH:24]=1)=[CH:22][CH:21]=[CH:20][CH:19]=2.Br[CH2:27][CH2:28][N:29]1[C:37](=[O:38])[C:36]2[C:31](=[CH:32][CH:33]=[CH:34][CH:35]=2)[C:30]1=[O:39].C(=O)([O-])[O-].[K+].[K+]. The catalyst is CN(C)C=O. The product is [CH3:1][O:2][C:3]1[CH:4]=[C:5]2[C:10](=[CH:11][C:12]=1[O:13][CH2:27][CH2:28][N:29]1[C:30](=[O:39])[C:31]3[C:36](=[CH:35][CH:34]=[CH:33][CH:32]=3)[C:37]1=[O:38])[N:9]=[CH:8][CH:7]=[C:6]2[O:14][C:15]1[C:16]([CH3:25])=[N:17][C:18]2[C:23]([CH:24]=1)=[CH:22][CH:21]=[CH:20][CH:19]=2. The yield is 0.550. (5) The reactants are [CH2:1]([N:6]1[C:14]2[C:9](=[CH:10][CH:11]=[CH:12][CH:13]=2)[C:8]2([C:18]3[CH:19]=[N+:20]([O-])[CH:21]=[CH:22][C:17]=3[O:16][CH2:15]2)[C:7]1=[O:24])[CH2:2][CH2:3][CH2:4][CH3:5].C(N(CC)CC)C.FC(F)(F)C(OC(=O)C(F)(F)F)=[O:35].[OH-].[Na+]. The catalyst is O1CCCC1.CO. The product is [CH2:1]([N:6]1[C:14]2[C:9](=[CH:10][CH:11]=[CH:12][CH:13]=2)[C:8]2([C:18]3[C:19](=[O:35])[NH:20][CH:21]=[CH:22][C:17]=3[O:16][CH2:15]2)[C:7]1=[O:24])[CH2:2][CH2:3][CH2:4][CH3:5]. The yield is 0.330. (6) The reactants are Br[C:2]1[CH:3]=[C:4]2[C:11]([C:12]([NH:14][CH3:15])=[O:13])=[C:10]([C:16]3[CH:21]=[CH:20][C:19]([F:22])=[CH:18][CH:17]=3)[O:9][C:5]2=[N:6][C:7]=1[Cl:8].B([C:26]1[CH:27]=[C:28]([CH:32]=[C:33]([F:35])[CH:34]=1)[C:29]([OH:31])=[O:30])(O)O.C(=O)([O-])[O-].[Cs+].[Cs+]. The catalyst is C1C=CC([P]([Pd]([P](C2C=CC=CC=2)(C2C=CC=CC=2)C2C=CC=CC=2)([P](C2C=CC=CC=2)(C2C=CC=CC=2)C2C=CC=CC=2)[P](C2C=CC=CC=2)(C2C=CC=CC=2)C2C=CC=CC=2)(C2C=CC=CC=2)C2C=CC=CC=2)=CC=1. The product is [Cl:8][C:7]1[N:6]=[C:5]2[O:9][C:10]([C:16]3[CH:21]=[CH:20][C:19]([F:22])=[CH:18][CH:17]=3)=[C:11]([C:12](=[O:13])[NH:14][CH3:15])[C:4]2=[CH:3][C:2]=1[C:26]1[CH:27]=[C:28]([CH:32]=[C:33]([F:35])[CH:34]=1)[C:29]([OH:31])=[O:30]. The yield is 0.660. (7) The reactants are [NH2:1][CH:2]([C:4]1[CH:5]=[C:6]([C:21]([N:23]([CH3:25])[CH3:24])=[O:22])[CH:7]=[C:8]2[C:13]=1[O:12][C:11]([N:14]1[CH2:19][CH2:18][O:17][CH2:16][CH2:15]1)=[CH:10][C:9]2=[O:20])[CH3:3].Br[C:27]1[CH:28]=[C:29]([CH:32]=[C:33]([F:35])[CH:34]=1)[C:30]#[N:31]. No catalyst specified. The product is [C:30]([C:29]1[CH:28]=[C:27]([NH:1][CH:2]([C:4]2[CH:5]=[C:6]([C:21]([N:23]([CH3:24])[CH3:25])=[O:22])[CH:7]=[C:8]3[C:13]=2[O:12][C:11]([N:14]2[CH2:19][CH2:18][O:17][CH2:16][CH2:15]2)=[CH:10][C:9]3=[O:20])[CH3:3])[CH:34]=[C:33]([F:35])[CH:32]=1)#[N:31]. The yield is 0.820. (8) The reactants are C(N(CC)CC)C.[C:8]([O:11][CH2:12][CH2:13][C:14]1[CH:15]=[C:16]2[C:20](=[CH:21][CH:22]=1)[N:19](C(OC(C)(C)C)=O)[CH:18]=[C:17]2[CH:30]=[O:31])(=[O:10])[CH3:9].[CH3:32][O:33][C:34]1[CH:35]=[C:36]([N:40]=[CH:41][C:42]2[CH:50]=[C:45]3[CH:46]=[CH:47][CH:48]=[CH:49][N:44]3[N:43]=2)[CH:37]=[N:38][CH:39]=1. The catalyst is [Cl-].C([N+]1C(C)=C(CCO)SC=1)C1C=CC=CC=1.C(O)C. The product is [C:8]([O:11][CH2:12][CH2:13][C:14]1[CH:15]=[C:16]2[C:20](=[CH:21][CH:22]=1)[NH:19][CH:18]=[C:17]2[C:30](=[O:31])[CH:41]([NH:40][C:36]1[CH:37]=[N:38][CH:39]=[C:34]([O:33][CH3:32])[CH:35]=1)[C:42]1[CH:50]=[C:45]2[CH:46]=[CH:47][CH:48]=[CH:49][N:44]2[N:43]=1)(=[O:10])[CH3:9]. The yield is 0.450. (9) The reactants are FC(F)(F)C(O)=O.[CH:8]1([C@H:14]([NH:22][C:23]([C:25]2[CH:30]=[CH:29][C:28]([C:31]3[CH:36]=[CH:35][C:34]([O:37][CH3:38])=[CH:33][CH:32]=3)=[CH:27][C:26]=2[NH:39][C:40]([NH:42][C:43]2[C:48]([Cl:49])=[CH:47][C:46]([O:50][C:51]([F:54])([F:53])[F:52])=[CH:45][C:44]=2[Cl:55])=[O:41])=[O:24])[C:15]([O:17]C(C)(C)C)=[O:16])[CH2:13][CH2:12][CH2:11][CH2:10][CH2:9]1. The catalyst is ClCCl. The product is [CH:8]1([C@H:14]([NH:22][C:23]([C:25]2[CH:30]=[CH:29][C:28]([C:31]3[CH:32]=[CH:33][C:34]([O:37][CH3:38])=[CH:35][CH:36]=3)=[CH:27][C:26]=2[NH:39][C:40]([NH:42][C:43]2[C:44]([Cl:55])=[CH:45][C:46]([O:50][C:51]([F:54])([F:52])[F:53])=[CH:47][C:48]=2[Cl:49])=[O:41])=[O:24])[C:15]([OH:17])=[O:16])[CH2:13][CH2:12][CH2:11][CH2:10][CH2:9]1. The yield is 0.250.